From a dataset of Forward reaction prediction with 1.9M reactions from USPTO patents (1976-2016). Predict the product of the given reaction. (1) Given the reactants [CH3:1][O:2][C:3]1[CH:4]=[C:5]([CH:10]=[CH:11][C:12]=1[CH2:13][C:14]1[C:22]2[C:17](=[CH:18][CH:19]=[C:20]([N+:23]([O-])=O)[CH:21]=2)[N:16]([CH3:26])[CH:15]=1)[C:6]([O:8][CH3:9])=[O:7].[H][H], predict the reaction product. The product is: [CH3:1][O:2][C:3]1[CH:4]=[C:5]([CH:10]=[CH:11][C:12]=1[CH2:13][C:14]1[C:22]2[C:17](=[CH:18][CH:19]=[C:20]([NH2:23])[CH:21]=2)[N:16]([CH3:26])[CH:15]=1)[C:6]([O:8][CH3:9])=[O:7]. (2) Given the reactants [H-].[Na+].[CH2:3]([O:10][C:11]1[CH:16]=[CH:15][C:14]([C:17]2[N:21]([C:22]3[CH:27]=[CH:26][C:25]([O:28][CH3:29])=[CH:24][CH:23]=3)[N:20]=[C:19]([NH:30][C:31]([N:33]([CH3:35])[CH3:34])=[O:32])[CH:18]=2)=[CH:13][CH:12]=1)[C:4]1[CH:9]=[CH:8][CH:7]=[CH:6][CH:5]=1.[CH3:36]I, predict the reaction product. The product is: [CH2:3]([O:10][C:11]1[CH:12]=[CH:13][C:14]([C:17]2[N:21]([C:22]3[CH:27]=[CH:26][C:25]([O:28][CH3:29])=[CH:24][CH:23]=3)[N:20]=[C:19]([N:30]([CH3:36])[C:31]([N:33]([CH3:34])[CH3:35])=[O:32])[CH:18]=2)=[CH:15][CH:16]=1)[C:4]1[CH:9]=[CH:8][CH:7]=[CH:6][CH:5]=1.